From a dataset of Forward reaction prediction with 1.9M reactions from USPTO patents (1976-2016). Predict the product of the given reaction. (1) Given the reactants [N:1]1([CH2:6][C@@H:7]([O:14][C:15]2[CH:24]=[CH:23][C:22]3[C:21](=[O:25])[CH2:20][CH2:19][CH2:18][C:17]=3[C:16]=2[CH2:26][S:27][C:28]2[CH:36]=[CH:35][C:31]([C:32](O)=[O:33])=[CH:30][CH:29]=2)[C:8]2[CH:13]=[CH:12][CH:11]=[CH:10][CH:9]=2)[CH:5]=[CH:4][N:3]=[CH:2]1.[NH2:37][C@H:38]([CH2:41][CH3:42])[CH2:39][OH:40], predict the reaction product. The product is: [OH:40][CH2:39][C@H:38]([NH:37][C:32](=[O:33])[C:31]1[CH:30]=[CH:29][C:28]([S:27][CH2:26][C:16]2[C:17]3[CH2:18][CH2:19][CH2:20][C:21](=[O:25])[C:22]=3[CH:23]=[CH:24][C:15]=2[O:14][C@@H:7]([C:8]2[CH:13]=[CH:12][CH:11]=[CH:10][CH:9]=2)[CH2:6][N:1]2[CH:5]=[CH:4][N:3]=[CH:2]2)=[CH:36][CH:35]=1)[CH2:41][CH3:42]. (2) Given the reactants [C:1]([O:5][C:6]([N:8]1[CH2:13][CH2:12][CH:11]([CH:14]([C:22](O)=[O:23])[C:15]2[CH:20]=[CH:19][C:18]([F:21])=[CH:17][CH:16]=2)[CH2:10][CH2:9]1)=[O:7])([CH3:4])([CH3:3])[CH3:2].Cl.Cl.[CH3:27][O:28][C:29]1[CH:38]=[CH:37][C:36]2[C:31](=[CH:32][CH:33]=[CH:34][CH:35]=2)[C:30]=1[CH2:39][CH2:40][CH2:41][CH2:42][N:43]1[CH2:48][CH2:47][NH:46][CH2:45][CH2:44]1.Cl.CNC(NC)CCN=C=NCC.O.ON1C2C=CC=CC=2N=N1, predict the reaction product. The product is: [C:1]([O:5][C:6]([N:8]1[CH2:13][CH2:12][CH:11]([CH:14]([C:15]2[CH:20]=[CH:19][C:18]([F:21])=[CH:17][CH:16]=2)[C:22]([N:46]2[CH2:45][CH2:44][N:43]([CH2:42][CH2:41][CH2:40][CH2:39][C:30]3[C:31]4[C:36](=[CH:35][CH:34]=[CH:33][CH:32]=4)[CH:37]=[CH:38][C:29]=3[O:28][CH3:27])[CH2:48][CH2:47]2)=[O:23])[CH2:10][CH2:9]1)=[O:7])([CH3:4])([CH3:2])[CH3:3]. (3) Given the reactants [OH:1][CH2:2][C:3]1[C:12]2[C:7](=[CH:8][CH:9]=[C:10]([O:13][CH3:14])[CH:11]=2)[N:6]=[CH:5][C:4]=1[OH:15].CCCCCC, predict the reaction product. The product is: [OH:15][C:4]1[CH:5]=[N:6][C:7]2[C:12]([C:3]=1[CH:2]=[O:1])=[CH:11][C:10]([O:13][CH3:14])=[CH:9][CH:8]=2. (4) The product is: [N:1]1[CH:2]=[CH:3][C:4]([C:7]2[CH:8]=[CH:9][C:10]([CH2:11][N:12]3[CH:17]=[CH:16][CH:15]=[C:14]([OH:18])[C:13]3=[S:20])=[CH:21][CH:22]=2)=[CH:5][CH:6]=1. Given the reactants [N:1]1[CH:6]=[CH:5][C:4]([C:7]2[CH:22]=[CH:21][C:10]([CH2:11][N:12]3[CH:17]=[CH:16][CH:15]=[C:14]([O:18]C)[C:13]3=[S:20])=[CH:9][CH:8]=2)=[CH:3][CH:2]=1.B(Br)(Br)Br, predict the reaction product.